Dataset: HIV replication inhibition screening data with 41,000+ compounds from the AIDS Antiviral Screen. Task: Binary Classification. Given a drug SMILES string, predict its activity (active/inactive) in a high-throughput screening assay against a specified biological target. (1) The molecule is CC(=O)OC1CCC2(C)C(=CCC3C2CCC2(C)C3CC3N(c4ccccc4Cl)C32C#N)C1. The result is 0 (inactive). (2) The drug is C=C(CN(C)C)C(=O)c1ccc(Oc2ccccc2)cc1.Cl. The result is 0 (inactive). (3) The drug is CCOC1=C2C(C)(CCC3C4(C)C=CC(=O)C(C)(C)C4CC(O)C23C)C(c2ccoc2)C1=O. The result is 0 (inactive). (4) The compound is [N-]=[N+]=Nc1c([N+](=O)[O-])c(=O)n2c3c(cccc13)CCC2. The result is 0 (inactive). (5) The compound is O=C(O)C=NNC(=S)NC1CCCCC1. The result is 0 (inactive). (6) The drug is COc1ccc(-c2c(O)c3cccc(-c4ccccc4)c3oc2=O)cc1. The result is 0 (inactive).